This data is from Full USPTO retrosynthesis dataset with 1.9M reactions from patents (1976-2016). The task is: Predict the reactants needed to synthesize the given product. (1) Given the product [N:4]1[C:5]2[C:10](=[CH:9][CH:8]=[CH:7][CH:6]=2)[CH:11]=[C:2]([C:12]#[N:13])[CH:3]=1, predict the reactants needed to synthesize it. The reactants are: Br[C:2]1[CH:3]=[N:4][C:5]2[C:10]([CH:11]=1)=[CH:9][CH:8]=[CH:7][CH:6]=2.[C:12]([Cu])#[N:13]. (2) Given the product [F:20][C:21]([F:32])([F:31])[C:22]([N:11]1[CH2:12][CH2:13][C@@H:9]([NH:8][C:6](=[O:7])[O:5][C:1]([CH3:4])([CH3:2])[CH3:3])[CH2:10]1)=[O:23], predict the reactants needed to synthesize it. The reactants are: [C:1]([O:5][C:6]([NH:8][C@@H:9]1[CH2:13][CH2:12][NH:11][CH2:10]1)=[O:7])([CH3:4])([CH3:3])[CH3:2].N1C=CC=CC=1.[F:20][C:21]([F:32])([F:31])[C:22](O[C:22](=[O:23])[C:21]([F:32])([F:31])[F:20])=[O:23]. (3) The reactants are: [C:1](=[O:17])([O:12][C:13]([CH3:16])([CH3:15])[CH3:14])[O:2][C:3]1[CH:8]=[CH:7][C:6](Br)=[CH:5][C:4]=1[C:10]#[N:11].[CH2:18](C([SnH3])=C(CCCC)CCCC)[CH2:19]CC. Given the product [C:1](=[O:17])([O:2][C:3]1[CH:8]=[CH:7][C:6]([CH:18]=[CH2:19])=[CH:5][C:4]=1[C:10]#[N:11])[O:12][C:13]([CH3:16])([CH3:15])[CH3:14], predict the reactants needed to synthesize it. (4) Given the product [CH3:14][C:12]1[N:13]=[C:9]([NH:8][C:5]2[CH:4]=[C:3]([O:15][C:16]3[CH:25]=[CH:24][CH:23]=[C:22]4[C:17]=3[CH:18]=[CH:19][CH:20]=[N:21]4)[C:2]([S:32][C:27]3[CH:28]=[CH:29][CH:30]=[CH:31][N:26]=3)=[CH:7][N:6]=2)[S:10][CH:11]=1, predict the reactants needed to synthesize it. The reactants are: Br[C:2]1[C:3]([O:15][C:16]2[CH:25]=[CH:24][CH:23]=[C:22]3[C:17]=2[CH:18]=[CH:19][CH:20]=[N:21]3)=[CH:4][C:5]([NH:8][C:9]2[S:10][CH:11]=[C:12]([CH3:14])[N:13]=2)=[N:6][CH:7]=1.[N:26]1[CH:31]=[CH:30][CH:29]=[CH:28][C:27]=1[S:32][S:32][C:27]1[CH:28]=[CH:29][CH:30]=[CH:31][N:26]=1.